Dataset: Full USPTO retrosynthesis dataset with 1.9M reactions from patents (1976-2016). Task: Predict the reactants needed to synthesize the given product. (1) Given the product [Cl:1][C:2]1[CH:3]=[C:4]2[N:25]=[C:24]([O:26][C@@H:27]3[CH2:28][O:29][C@@H:30]4[C@H:34]([OH:35])[CH2:33][O:32][C@H:31]34)[N:23]([CH2:36][O:37][CH2:38][CH2:39][Si:40]([CH3:42])([CH3:43])[CH3:41])[C:5]2=[N:6][C:7]=1[C:8]1[CH:13]=[CH:12][C:11]([C:52]2[CH:53]=[CH:54][C:49]([S:47]([CH3:56])(=[N:46][C:44]#[N:45])=[O:48])=[CH:50][CH:51]=2)=[CH:10][CH:9]=1, predict the reactants needed to synthesize it. The reactants are: [Cl:1][C:2]1[CH:3]=[C:4]2[N:25]=[C:24]([O:26][C@H:27]3[C@H:31]4[O:32][CH2:33][C@@H:34]([OH:35])[C@H:30]4[O:29][CH2:28]3)[N:23]([CH2:36][O:37][CH2:38][CH2:39][Si:40]([CH3:43])([CH3:42])[CH3:41])[C:5]2=[N:6][C:7]=1[C:8]1[CH:13]=[CH:12][C:11](B2OC(C)(C)C(C)(C)O2)=[CH:10][CH:9]=1.[C:44]([N:46]=[S:47]([CH3:56])([C:49]1[CH:54]=[CH:53][C:52](Br)=[CH:51][CH:50]=1)=[O:48])#[N:45].C(N=S(C)C1C=CC(Br)=CC=1)#N. (2) Given the product [C:1]([O:5][C:6](=[O:7])[NH:8][C@@H:9]1[CH2:14][CH2:13][NH:12][CH2:11][C@H:10]1[O:25][CH3:26])([CH3:4])([CH3:3])[CH3:2], predict the reactants needed to synthesize it. The reactants are: [C:1]([O:5][C:6]([NH:8][C@@H:9]1[CH2:14][CH2:13][N:12](C(OCC2C=CC=CC=2)=O)[CH2:11][C@H:10]1[O:25][CH3:26])=[O:7])([CH3:4])([CH3:3])[CH3:2]. (3) Given the product [CH3:23][C:13]1[CH:18]=[CH:17][C:16]([S:19]([O:12][CH2:11][CH:8]2[CH2:7][C:6]3[CH:5]=[CH:4][CH:3]=[C:2]([Br:1])[C:10]=3[O:9]2)(=[O:21])=[O:20])=[CH:15][CH:14]=1, predict the reactants needed to synthesize it. The reactants are: [Br:1][C:2]1[C:10]2[O:9][CH:8]([CH2:11][OH:12])[CH2:7][C:6]=2[CH:5]=[CH:4][CH:3]=1.[C:13]1([CH3:23])[CH:18]=[CH:17][C:16]([S:19](Cl)(=[O:21])=[O:20])=[CH:15][CH:14]=1.CC1C=CC(S(OCC2CC3C(C(F)(F)F)=CC=C(Cl)C=3O2)(=O)=O)=CC=1. (4) Given the product [Cl:21][C:22]1[CH:28]=[C:27]([O:29][C:30]2[C:31]3[N:38]([CH3:39])[CH:37]=[CH:36][C:32]=3[N:33]=[CH:34][N:35]=2)[CH:26]=[CH:25][C:23]=1[NH:24][C:8]([NH:9][C:10]1[CH:11]=[N:12][C:13]([C:16]([F:17])([F:18])[F:19])=[CH:14][CH:15]=1)=[O:20], predict the reactants needed to synthesize it. The reactants are: C1(O[C:8](=[O:20])[NH:9][C:10]2[CH:11]=[N:12][C:13]([C:16]([F:19])([F:18])[F:17])=[CH:14][CH:15]=2)C=CC=CC=1.[Cl:21][C:22]1[CH:28]=[C:27]([O:29][C:30]2[C:31]3[N:38]([CH3:39])[CH:37]=[CH:36][C:32]=3[N:33]=[CH:34][N:35]=2)[CH:26]=[CH:25][C:23]=1[NH2:24].N1C=CC=CC=1. (5) Given the product [NH2:27][C:25]1[C:24]([F:28])=[CH:23][C:22]([CH3:29])=[C:21]([C:14]2[C:15](=[O:20])[N:16]([CH3:19])[C:17]3[C:12]([CH:13]=2)=[CH:11][N:10]=[C:9]([NH:8][CH3:7])[CH:18]=3)[CH:26]=1, predict the reactants needed to synthesize it. The reactants are: COC1C=CC([CH2:7][N:8](C)[C:9]2[CH:18]=[C:17]3[C:12]([CH:13]=[C:14]([C:21]4[CH:26]=[C:25]([NH2:27])[C:24]([F:28])=[CH:23][C:22]=4[CH3:29])[C:15](=[O:20])[N:16]3[CH3:19])=[CH:11][N:10]=2)=CC=1.C(O)(C(F)(F)F)=O.C([O-])([O-])=O.[Na+].[Na+]. (6) Given the product [CH:12]([C:13]1[O:17][C:16]([B:22]([OH:25])[OH:23])=[CH:15][CH:14]=1)=[O:11], predict the reactants needed to synthesize it. The reactants are: ClC1C=CC(C)=CC=1.C([O:11][CH:12](OCC)[C:13]1[O:17][CH:16]=[CH:15][CH:14]=1)C.[Li].[B:22](OC)([O:25]C)[O:23]C.Cl. (7) Given the product [F:1][C:2]([F:30])([F:29])[C:3]1[CH:4]=[C:5]([CH:13]2[O:28][C:18](=[O:27])[N:17]([CH2:34][C:35]3[CH:40]=[C:39]([C:41]([F:44])([F:43])[F:42])[CH:38]=[CH:37][C:36]=3[C:45]3[CH:46]=[C:47]([C:53]4[CH:58]=[CH:57][C:56]([C:59]([OH:61])=[O:60])=[CH:55][C:54]=4[CH3:63])[CH:48]=[CH:49][C:50]=3[O:51][CH3:52])[C:14]2([CH3:16])[CH3:15])[CH:6]=[C:7]([C:9]([F:11])([F:12])[F:10])[CH:8]=1, predict the reactants needed to synthesize it. The reactants are: [F:1][C:2]([F:30])([F:29])[C:3]1[CH:4]=[C:5]([CH:13]([OH:28])[C:14]([NH:17][C:18](=[O:27])OCC2C=CC=CC=2)([CH3:16])[CH3:15])[CH:6]=[C:7]([C:9]([F:12])([F:11])[F:10])[CH:8]=1.[H-].[Na+].Br[CH2:34][C:35]1[CH:40]=[C:39]([C:41]([F:44])([F:43])[F:42])[CH:38]=[CH:37][C:36]=1[C:45]1[CH:46]=[C:47]([C:53]2[CH:58]=[CH:57][C:56]([C:59]([O:61]C)=[O:60])=[CH:55][C:54]=2[CH3:63])[CH:48]=[CH:49][C:50]=1[O:51][CH3:52]. (8) Given the product [C:17]([O:21][C:22]([N:24]1[CH2:25][CH:26]=[C:27]([C:9]2[CH:10]=[CH:11][C:12]([NH2:15])=[CH:13][CH:14]=2)[CH2:28][CH2:29]1)=[O:23])([CH3:20])([CH3:18])[CH3:19], predict the reactants needed to synthesize it. The reactants are: CC1(C)C(C)(C)OB([C:9]2[CH:14]=[CH:13][C:12]([NH2:15])=[CH:11][CH:10]=2)O1.[C:17]([O:21][C:22]([N:24]1[CH2:29][CH:28]=[C:27](OS(C(F)(F)F)(=O)=O)[CH2:26][CH2:25]1)=[O:23])([CH3:20])([CH3:19])[CH3:18].